Dataset: Experimental lipophilicity measurements (octanol/water distribution) for 4,200 compounds from AstraZeneca. Task: Regression/Classification. Given a drug SMILES string, predict its absorption, distribution, metabolism, or excretion properties. Task type varies by dataset: regression for continuous measurements (e.g., permeability, clearance, half-life) or binary classification for categorical outcomes (e.g., BBB penetration, CYP inhibition). For this dataset (lipophilicity_astrazeneca), we predict Y. (1) The compound is NC1(C(=O)NC(CCCN2CCOCC2)c2ccc(Cl)cc2)CCN(c2ncnc3[nH]ccc23)CC1. The Y is 2.70 logD. (2) The molecule is COCCNCc1ccc(Nc2ncc3cc(-c4ccncc4)ccc3n2)cc1. The Y is 1.86 logD. (3) The drug is Cc1n[nH]c(C)c1Cc1sc2c(c1C(=O)N1C[C@H](O)CO1)c(=O)n(C)c(=O)n2CC(C)C. The Y is 1.07 logD. (4) The drug is N[C@H]1CCN(c2c(Cl)cccc2/C=C2\SC(=O)NC2=O)C1. The Y is 1.89 logD.